This data is from Forward reaction prediction with 1.9M reactions from USPTO patents (1976-2016). The task is: Predict the product of the given reaction. (1) Given the reactants Br[C:2]1[CH:7]=[CH:6][C:5]([CH2:8][CH2:9][CH2:10][C:11]([OH:13])=[O:12])=[CH:4][CH:3]=1.[B:14]1([B:14]2[O:18][C:17]([CH3:20])([CH3:19])[C:16]([CH3:22])([CH3:21])[O:15]2)[O:18][C:17]([CH3:20])([CH3:19])[C:16]([CH3:22])([CH3:21])[O:15]1.C([O-])(=O)C.[K+], predict the reaction product. The product is: [CH3:21][C:16]1([CH3:22])[C:17]([CH3:20])([CH3:19])[O:18][B:14]([C:2]2[CH:7]=[CH:6][C:5]([CH2:8][CH2:9][CH2:10][C:11]([OH:13])=[O:12])=[CH:4][CH:3]=2)[O:15]1. (2) Given the reactants [CH3:1][O:2][C:3]1[CH:4]=[C:5]2[C:10](=[CH:11][C:12]=1[O:13][CH3:14])[N:9]([CH3:15])[C:8]([C:16]1[CH:21]=[CH:20][CH:19]=[CH:18][CH:17]=1)=[N:7][C:6]2=O.COC1C=CC(P2(SP(C3C=CC(OC)=CC=3)(=S)S2)=[S:32])=CC=1, predict the reaction product. The product is: [CH3:1][O:2][C:3]1[CH:4]=[C:5]2[C:10](=[CH:11][C:12]=1[O:13][CH3:14])[N:9]([CH3:15])[C:8]([C:16]1[CH:21]=[CH:20][CH:19]=[CH:18][CH:17]=1)=[N:7][C:6]2=[S:32]. (3) Given the reactants [C@H:1]1([NH:10][C:11]2[CH:20]=[CH:19][C:18]3[C:13](=[CH:14][CH:15]=[C:16]([NH:21][C:22]([NH2:24])=[S:23])[CH:17]=3)[N:12]=2)[C:9]2[C:4](=[CH:5][CH:6]=[CH:7][CH:8]=2)[CH2:3][CH2:2]1.[CH3:25][I:26], predict the reaction product. The product is: [IH:26].[C@H:1]1([NH:10][C:11]2[CH:20]=[CH:19][C:18]3[C:13](=[CH:14][CH:15]=[C:16]([NH:21][C:22](=[NH:24])[S:23][CH3:25])[CH:17]=3)[N:12]=2)[C:9]2[C:4](=[CH:5][CH:6]=[CH:7][CH:8]=2)[CH2:3][CH2:2]1. (4) Given the reactants [CH3:1][O:2][C:3](=[O:21])[C:4]1[CH:9]=[CH:8][C:7]([NH:10][C:11]([O:13][C:14]([CH3:17])([CH3:16])[CH3:15])=[O:12])=[C:6]([N+:18]([O-])=O)[CH:5]=1, predict the reaction product. The product is: [CH3:1][O:2][C:3](=[O:21])[C:4]1[CH:9]=[CH:8][C:7]([NH:10][C:11]([O:13][C:14]([CH3:15])([CH3:17])[CH3:16])=[O:12])=[C:6]([NH2:18])[CH:5]=1. (5) Given the reactants Br[C:2]1[C:11]2[C:6](=[CH:7][CH:8]=[CH:9][CH:10]=2)[CH:5]=[C:4]([S:12]([C:15]2[CH:20]=[CH:19][C:18]([F:21])=[CH:17][CH:16]=2)(=[O:14])=[O:13])[N:3]=1.C1(P(C2C=CC=CC=2)C2C3OC4C(=CC=CC=4P(C4C=CC=CC=4)C4C=CC=CC=4)C(C)(C)C=3C=CC=2)C=CC=CC=1.[CH3:64][N:65]1[CH:69]=[C:68]([NH2:70])[N:67]=[CH:66]1.C([O-])([O-])=O.[Na+].[Na+], predict the reaction product. The product is: [F:21][C:18]1[CH:19]=[CH:20][C:15]([S:12]([C:4]2[N:3]=[C:2]([NH:70][C:68]3[N:67]=[CH:66][N:65]([CH3:64])[CH:69]=3)[C:11]3[C:6]([CH:5]=2)=[CH:7][CH:8]=[CH:9][CH:10]=3)(=[O:14])=[O:13])=[CH:16][CH:17]=1. (6) Given the reactants [CH:1]1([CH2:4][C:5]([C:9]2[CH:10]=[N:11][C:12]([CH:15]([F:17])[F:16])=[N:13][CH:14]=2)([CH3:8])[C:6]#[N:7])[CH2:3][CH2:2]1.N.O.OCC1(OC[C@@H](O)[C@@H](O)[C@H]1O)O, predict the reaction product. The product is: [CH:1]1([CH2:4][C:5]([C:9]2[CH:10]=[N:11][C:12]([CH:15]([F:16])[F:17])=[N:13][CH:14]=2)([CH3:8])[CH2:6][NH2:7])[CH2:3][CH2:2]1. (7) Given the reactants [C:1]1([C:7]2[N:8]=[N:9][CH:10]=[C:11]([C:22]3[CH:27]=[CH:26][CH:25]=[CH:24][CH:23]=3)[C:12]=2[C:13]2[O:14][CH:15]=[C:16]([C:18]([O:20]C)=O)[N:17]=2)[CH:6]=[CH:5][CH:4]=[CH:3][CH:2]=1.[CH3:28][Mg+].[Br-], predict the reaction product. The product is: [C:1]1([C:7]2[N:8]=[N:9][CH:10]=[C:11]([C:22]3[CH:23]=[CH:24][CH:25]=[CH:26][CH:27]=3)[C:12]=2[C:13]2[O:14][CH:15]=[C:16]([C:18](=[O:20])[CH3:28])[N:17]=2)[CH:2]=[CH:3][CH:4]=[CH:5][CH:6]=1. (8) Given the reactants [Cl:1][C:2]1[CH:3]=[CH:4][C:5]2[C:9]([CH:10]=1)=[N:8][N:7]([CH2:11][C:12]([NH:16][C:17](=[O:29])[C:18]1[CH:23]=[CH:22][C:21]([O:24][C:25]([F:28])([F:27])[F:26])=[CH:20][CH:19]=1)([C:14]#[N:15])[CH3:13])[CH:6]=2.[Cl:30]N1C(=O)CCC1=O, predict the reaction product. The product is: [C:14]([C:12]([NH:16][C:17](=[O:29])[C:18]1[CH:23]=[CH:22][C:21]([O:24][C:25]([F:26])([F:27])[F:28])=[CH:20][CH:19]=1)([CH3:13])[CH2:11][N:7]1[C:6]([Cl:30])=[C:5]2[C:9]([CH:10]=[C:2]([Cl:1])[CH:3]=[CH:4]2)=[N:8]1)#[N:15]. (9) Given the reactants CO[C:3](=[O:15])[C:4]1[CH:9]=[C:8]([N+:10]([O-:12])=[O:11])[CH:7]=[CH:6][C:5]=1[CH2:13]Br.[CH2:16]([O:18][C:19](=[O:30])[CH2:20][CH2:21][CH2:22][C:23]1[CH:28]=[CH:27][C:26]([NH2:29])=[CH:25][CH:24]=1)[CH3:17].NC1C=CC=CC=1, predict the reaction product. The product is: [CH2:16]([O:18][C:19](=[O:30])[CH2:20][CH2:21][CH2:22][C:23]1[CH:24]=[CH:25][C:26]([N:29]2[CH2:13][C:5]3[C:4](=[CH:9][C:8]([N+:10]([O-:12])=[O:11])=[CH:7][CH:6]=3)[C:3]2=[O:15])=[CH:27][CH:28]=1)[CH3:17].